Predict the reactants needed to synthesize the given product. From a dataset of Full USPTO retrosynthesis dataset with 1.9M reactions from patents (1976-2016). (1) Given the product [Cl:29][C:26]1[CH:27]=[CH:28][C:23]([N:21]2[CH:22]=[C:18]([C:31]3[O:30][CH:34]=[CH:33][CH:32]=3)[N:19]=[CH:20]2)=[CH:24][CH:25]=1, predict the reactants needed to synthesize it. The reactants are: ClC1C=CC(B(O)O)=CC=1.BrC1N=CNC=1.Br[C:18]1[N:19]=[CH:20][N:21]([C:23]2[CH:28]=[CH:27][C:26]([Cl:29])=[CH:25][CH:24]=2)[CH:22]=1.[O:30]1[CH:34]=[CH:33][CH:32]=[C:31]1B(O)O. (2) The reactants are: [CH3:1][C:2]([CH3:37])([CH3:36])[C:3]([N:5]1[N:9]=[C:8]([NH:10][C:11](=[O:20])[CH:12]([C:14]2[CH:19]=[CH:18][CH:17]=[CH:16][CH:15]=2)[CH3:13])[S:7][C:6]1([CH2:27][CH2:28][CH2:29][C:30]([NH:32][CH2:33][CH2:34][OH:35])=[O:31])[C:21]1[CH:26]=[CH:25][CH:24]=[CH:23][CH:22]=1)=[O:4].N1C=CC=CC=1.[Si:44](Cl)([C:47]([CH3:50])([CH3:49])[CH3:48])([CH3:46])[CH3:45].Cl. Given the product [O:35]([CH2:34][CH2:33][NH:32][C:30](=[O:31])[CH2:29][CH2:28][CH2:27][C:6]1([C:21]2[CH:26]=[CH:25][CH:24]=[CH:23][CH:22]=2)[N:5]([C:3](=[O:4])[C:2]([CH3:36])([CH3:1])[CH3:37])[N:9]=[C:8]([NH:10][C:11](=[O:20])[CH:12]([C:14]2[CH:19]=[CH:18][CH:17]=[CH:16][CH:15]=2)[CH3:13])[S:7]1)[Si:44]([C:47]([CH3:50])([CH3:49])[CH3:48])([CH3:46])[CH3:45], predict the reactants needed to synthesize it. (3) Given the product [NH2:1][C:2]1[N:6]=[C:5]([C:7]([NH:9][Si:24]([CH2:29][CH3:30])([CH2:27][CH3:28])[CH2:25][CH3:26])=[O:8])[NH:4][N:3]=1, predict the reactants needed to synthesize it. The reactants are: [NH2:1][C:2]1[N:6]=[C:5]([C:7]([NH2:9])=[O:8])[NH:4][N:3]=1.N1C(C)=CC=CC=1C.FC(F)(F)S(O[Si:24]([CH2:29][CH3:30])([CH2:27][CH3:28])[CH2:25][CH3:26])(=O)=O. (4) Given the product [NH2:21][C:20]1[C:15]2[C:14]([C:29]3[CH:30]=[CH:31][C:32]([CH3:35])=[CH:33][CH:34]=3)=[C:13]([CH:60]=[CH:57][C:58]#[N:59])[N:12]([CH2:11][CH2:10][CH2:9][OH:8])[C:16]=2[N:17]=[CH:18][N:19]=1, predict the reactants needed to synthesize it. The reactants are: [Si]([O:8][CH2:9][CH2:10][CH2:11][N:12]1[C:16]2[N:17]=[CH:18][N:19]=[C:20]([NH:21]C(=O)OC(C)(C)C)[C:15]=2[C:14]([C:29]2[CH:34]=[CH:33][C:32]([CH3:35])=[CH:31][CH:30]=2)=[C:13]1C=O)(C(C)(C)C)(C)C.C1(P(=[CH:57][C:58]#[N:59])(C2C=CC=CC=2)C2C=CC=CC=2)C=CC=CC=1.[CH2:60](Cl)Cl.